This data is from Catalyst prediction with 721,799 reactions and 888 catalyst types from USPTO. The task is: Predict which catalyst facilitates the given reaction. (1) Reactant: C([O:5][C:6](=[O:33])[CH2:7][CH2:8][C:9]1[CH:14]=[CH:13][C:12]([O:15][CH2:16][CH2:17][C:18]2[N:19]=[C:20]([C:24]3[CH:29]=[CH:28][CH:27]=[CH:26][CH:25]=3)[O:21][C:22]=2[CH3:23])=[CH:11][C:10]=1[CH2:30][O:31][CH3:32])(C)(C)C.FC(F)(F)C(O)=O. Product: [CH3:32][O:31][CH2:30][C:10]1[CH:11]=[C:12]([O:15][CH2:16][CH2:17][C:18]2[N:19]=[C:20]([C:24]3[CH:29]=[CH:28][CH:27]=[CH:26][CH:25]=3)[O:21][C:22]=2[CH3:23])[CH:13]=[CH:14][C:9]=1[CH2:8][CH2:7][C:6]([OH:33])=[O:5]. The catalyst class is: 2. (2) Reactant: C([O:5][C:6]([N:8]1[CH2:13][CH:12]=[CH:11][CH2:10][CH2:9]1)=[O:7])(C)(C)C.C1C=C(Cl)C=C(C(OO)=[O:22])C=1.CCOC(C)=O.CCCCCC. Product: [CH:10]12[O:22][CH:11]1[CH2:12][CH2:13][N:8]([C:6]([OH:5])=[O:7])[CH2:9]2. The catalyst class is: 2. (3) Reactant: Br[CH2:2][C:3](=O)[C:4]([F:7])([F:6])[F:5].[NH2:9][C:10]1[C:15]([O:16][CH3:17])=[CH:14][CH:13]=[CH:12][N:11]=1.C(=O)([O-])O.[Na+]. Product: [CH3:17][O:16][C:15]1[C:10]2[N:11]([CH:2]=[C:3]([C:4]([F:7])([F:6])[F:5])[N:9]=2)[CH:12]=[CH:13][CH:14]=1. The catalyst class is: 8. (4) Reactant: [NH2:1][C:2]1[CH:7]=[C:6]([CH2:8][C@H:9]2[C:12](=[O:13])[N:11]([C:14](=[O:29])[NH:15][C@@H:16]([C:18]3[CH:28]=[CH:27][C:21]4[O:22][C:23]([F:26])([F:25])[O:24][C:20]=4[CH:19]=3)[CH3:17])[C@@H:10]2[C:30]([O:32][CH2:33][C:34]2[CH:39]=[CH:38][CH:37]=[CH:36][CH:35]=2)=[O:31])[CH:5]=[CH:4][N:3]=1.[C:40]([O:44][C:45]([NH:47][C@H:48]([C:50](O)=[O:51])[CH3:49])=[O:46])([CH3:43])([CH3:42])[CH3:41].C(N(CC)C(C)C)(C)C.F[P-](F)(F)(F)(F)F.C[N+](C)=C(N(C)C)ON1C2N=CC=CC=2N=N1. Product: [C:40]([O:44][C:45]([NH:47][C@H:48]([C:50]([NH:1][C:2]1[CH:7]=[C:6]([CH2:8][C@H:9]2[C:12](=[O:13])[N:11]([C:14](=[O:29])[NH:15][C@@H:16]([C:18]3[CH:28]=[CH:27][C:21]4[O:22][C:23]([F:26])([F:25])[O:24][C:20]=4[CH:19]=3)[CH3:17])[C@@H:10]2[C:30]([O:32][CH2:33][C:34]2[CH:39]=[CH:38][CH:37]=[CH:36][CH:35]=2)=[O:31])[CH:5]=[CH:4][N:3]=1)=[O:51])[CH3:49])=[O:46])([CH3:42])([CH3:43])[CH3:41]. The catalyst class is: 42. (5) Reactant: [Br:1][C:2]1[CH:10]=[CH:9][CH:8]=[C:7]([NH:11][C:12](=O)[CH2:13][Cl:14])[C:3]=1[C:4]([OH:6])=O.[Cl:16][C:17]1[CH:24]=[CH:23][CH:22]=[CH:21][C:18]=1[CH2:19][NH2:20].C(N(CC)CC)C.P(Cl)(Cl)Cl. Product: [Br:1][C:2]1[CH:10]=[CH:9][CH:8]=[C:7]2[C:3]=1[C:4](=[O:6])[N:20]([CH2:19][C:18]1[CH:21]=[CH:22][CH:23]=[CH:24][C:17]=1[Cl:16])[C:12]([CH2:13][Cl:14])=[N:11]2. The catalyst class is: 11.